Predict the reactants needed to synthesize the given product. From a dataset of Full USPTO retrosynthesis dataset with 1.9M reactions from patents (1976-2016). (1) Given the product [C:40]([CH2:39][CH2:38][NH:37][C:35](=[O:36])[CH2:34][C:24]1[CH:25]=[C:26]([CH:32]=[CH:33][C:23]=1[O:22][CH2:21][CH2:20][CH2:19][C:16]1[CH:17]=[CH:18][C:13]([O:12][CH2:11][CH2:10][CH2:9][CH2:8][O:7][CH:1]2[CH2:6][CH2:5][CH2:4][CH2:3][CH2:2]2)=[CH:14][CH:15]=1)[C:27]([OH:29])=[O:28])([OH:42])=[O:41], predict the reactants needed to synthesize it. The reactants are: [CH:1]1([O:7][CH2:8][CH2:9][CH2:10][CH2:11][O:12][C:13]2[CH:18]=[CH:17][C:16]([CH2:19][CH2:20][CH2:21][O:22][C:23]3[CH:33]=[CH:32][C:26]([C:27]([O:29]CC)=[O:28])=[CH:25][C:24]=3[CH2:34][C:35]([NH:37][CH2:38][CH2:39][C:40]([O:42]CC)=[O:41])=[O:36])=[CH:15][CH:14]=2)[CH2:6][CH2:5][CH2:4][CH2:3][CH2:2]1.[OH-].[Na+].O1CCCC1. (2) The reactants are: [N+:1]([O-:4])(O)=[O:2].[C:5]([C:8]1[CH:29]=[CH:28][C:11]([O:12][CH2:13][C:14]2([NH:17][C:18]([O:20][CH2:21][C:22]3[CH:27]=[CH:26][CH:25]=[CH:24][CH:23]=3)=[O:19])[CH2:16][CH2:15]2)=[C:10]([O:30][CH3:31])[CH:9]=1)(=[O:7])[CH3:6]. Given the product [C:5]([C:8]1[C:29]([N+:1]([O-:4])=[O:2])=[CH:28][C:11]([O:12][CH2:13][C:14]2([NH:17][C:18]([O:20][CH2:21][C:22]3[CH:27]=[CH:26][CH:25]=[CH:24][CH:23]=3)=[O:19])[CH2:16][CH2:15]2)=[C:10]([O:30][CH3:31])[CH:9]=1)(=[O:7])[CH3:6], predict the reactants needed to synthesize it. (3) Given the product [C:26]1([N:32]2[C:36]3[CH:37]=[CH:38][CH:39]=[CH:40][C:35]=3[N:34]([CH2:41][CH2:42][C@H:43]3[N:48]([C:19]([C:11]4[N:10]=[CH:9][N:8]([C@@H:3]5[CH2:4][CH2:5][CH2:6][CH2:7][C@@:2]5([OH:1])[CH2:22][O:23][CH3:24])[C:12]=4[C:13]4[CH:14]=[CH:15][CH:16]=[CH:17][CH:18]=4)=[O:21])[CH2:47][CH2:46][N:45]([C:49]([O:51][CH2:52][C:53]4[CH:54]=[CH:55][CH:56]=[CH:57][CH:58]=4)=[O:50])[CH2:44]3)[C:33]2=[O:59])[CH2:31][CH2:30][CH2:29][CH2:28][CH:27]=1, predict the reactants needed to synthesize it. The reactants are: [OH:1][C@@:2]1([CH2:22][O:23][CH3:24])[CH2:7][CH2:6][CH2:5][CH2:4][C@H:3]1[N:8]1[C:12]([C:13]2[CH:18]=[CH:17][CH:16]=[CH:15][CH:14]=2)=[C:11]([C:19]([OH:21])=O)[N:10]=[CH:9]1.Cl.[C:26]1([N:32]2[C:36]3[CH:37]=[CH:38][CH:39]=[CH:40][C:35]=3[N:34]([CH2:41][CH2:42][C@H:43]3[NH:48][CH2:47][CH2:46][N:45]([C:49]([O:51][CH2:52][C:53]4[CH:58]=[CH:57][CH:56]=[CH:55][CH:54]=4)=[O:50])[CH2:44]3)[C:33]2=[O:59])[CH2:31][CH2:30][CH2:29][CH2:28][CH:27]=1.CCN=C=NCCCN(C)C.Cl.C1C=CC2N(O)N=NC=2C=1. (4) Given the product [F:1][C:2]1[CH:7]=[C:6]([CH3:8])[CH:5]=[CH:4][C:3]=1[C:9]1[C:10]([C:11]2[CH:16]=[CH:15][CH:14]=[CH:13][CH:12]=2)=[C:32]([CH2:31][CH2:30][S:29][CH3:28])[NH:36][N:35]=1, predict the reactants needed to synthesize it. The reactants are: [F:1][C:2]1[CH:7]=[C:6]([CH3:8])[CH:5]=[CH:4][C:3]=1[C:9](=O)[CH2:10][C:11]1[CH:16]=[CH:15][CH:14]=[CH:13][CH:12]=1.[Li+].C[Si]([N-][Si](C)(C)C)(C)C.[CH3:28][S:29][CH2:30][CH2:31][CH:32]=O.O.[NH2:35][NH2:36]. (5) Given the product [CH3:16][N:8]([CH2:7][C@@H:3]1[CH2:4][CH2:5][CH2:6][NH:1][CH2:2]1)[C:9](=[O:15])[O:10][C:11]([CH3:12])([CH3:14])[CH3:13], predict the reactants needed to synthesize it. The reactants are: [NH:1]1[CH2:6][CH2:5][CH2:4][C@@H:3]([CH2:7][NH:8][C:9](=[O:15])[O:10][C:11]([CH3:14])([CH3:13])[CH3:12])[CH2:2]1.[CH3:16]N(C[C@H]1CCCN1)C(=O)OC(C)(C)C. (6) Given the product [Cl:1][C:2]1[CH:9]=[C:8]([CH:7]=[CH:6][C:3]=1[C:4]#[N:5])[O:10][CH2:11][CH:12]([CH2:15][OH:16])[CH2:13][O:14][C:18]1[CH:23]=[CH:22][C:21]([CH:24]([C:30]#[C:31][CH3:32])[CH2:25][C:26]([OH:28])=[O:27])=[CH:20][CH:19]=1, predict the reactants needed to synthesize it. The reactants are: [Cl:1][C:2]1[CH:9]=[C:8]([O:10][CH2:11][CH:12]([CH2:15][OH:16])[CH2:13][OH:14])[CH:7]=[CH:6][C:3]=1[C:4]#[N:5].O[C:18]1[CH:23]=[CH:22][C:21]([CH:24]([C:30]#[C:31][CH3:32])[CH2:25][C:26]([O:28]C)=[O:27])=[CH:20][CH:19]=1.